From a dataset of Full USPTO retrosynthesis dataset with 1.9M reactions from patents (1976-2016). Predict the reactants needed to synthesize the given product. (1) Given the product [Br:1][C:2]1[CH:3]=[CH:4][C:5]([O:22][CH3:23])=[C:6]([S:8]([NH:11][C:12]2[CH:17]=[CH:16][C:15]([F:18])=[CH:14][C:13]=2[NH2:19])(=[O:10])=[O:9])[CH:7]=1, predict the reactants needed to synthesize it. The reactants are: [Br:1][C:2]1[CH:3]=[CH:4][C:5]([O:22][CH3:23])=[C:6]([S:8]([NH:11][C:12]2[CH:17]=[CH:16][C:15]([F:18])=[CH:14][C:13]=2[N+:19]([O-])=O)(=[O:10])=[O:9])[CH:7]=1.[Sn](Cl)Cl.[OH-].[Na+]. (2) Given the product [CH3:22][CH:21]([NH:1][C:2]1[S:3][C:4]([CH2:12][C:13]2[CH:18]=[CH:17][CH:16]=[CH:15][CH:14]=2)=[CH:5][C:6]=1[C:7]([O:9][CH2:10][CH3:11])=[O:8])[CH3:23], predict the reactants needed to synthesize it. The reactants are: [NH2:1][C:2]1[S:3][C:4]([CH2:12][C:13]2[CH:18]=[CH:17][CH:16]=[CH:15][CH:14]=2)=[CH:5][C:6]=1[C:7]([O:9][CH2:10][CH3:11])=[O:8].CO[C:21](OC)([CH3:23])[CH3:22].[BH4-].[Na+]. (3) Given the product [F:1][C:2]1[C:3]([C:14]2[CH2:26][C:25]([C:23]3[CH:22]=[C:21]([Cl:31])[C:20]([Cl:32])=[C:19]([Cl:18])[CH:24]=3)([C:27]([F:30])([F:29])[F:28])[O:16][N:15]=2)=[CH:4][C:5]2[C:9]([CH3:11])([CH3:10])[O:8][B:7]([OH:12])[C:6]=2[CH:13]=1, predict the reactants needed to synthesize it. The reactants are: [F:1][C:2]1[C:3]([C:14](Cl)=[N:15][OH:16])=[CH:4][C:5]2[C:9]([CH3:11])([CH3:10])[O:8][B:7]([OH:12])[C:6]=2[CH:13]=1.[Cl:18][C:19]1[CH:24]=[C:23]([C:25]([C:27]([F:30])([F:29])[F:28])=[CH2:26])[CH:22]=[C:21]([Cl:31])[C:20]=1[Cl:32]. (4) Given the product [NH2:1][C:2]1[N:10]=[CH:9][N:8]=[C:7]2[C:3]=1[N:4]=[CH:5][N:6]2[C@H:11]1[C@@H:15]2[O:16][C:17]([CH3:19])([CH3:20])[O:18][C@@H:14]2[C@@H:13]([CH2:21][N:22]([CH:27]([CH3:29])[CH3:28])[CH2:23][CH2:24][CH2:25][NH:26][C:39]([NH:38][C:34]2[CH:35]=[CH:36][CH:37]=[C:32]([CH2:30][CH3:31])[CH:33]=2)=[O:40])[O:12]1, predict the reactants needed to synthesize it. The reactants are: [NH2:1][C:2]1[N:10]=[CH:9][N:8]=[C:7]2[C:3]=1[N:4]=[CH:5][N:6]2[C@H:11]1[C@@H:15]2[O:16][C:17]([CH3:20])([CH3:19])[O:18][C@@H:14]2[C@@H:13]([CH2:21][N:22]([CH:27]([CH3:29])[CH3:28])[CH2:23][CH2:24][CH2:25][NH2:26])[O:12]1.[CH2:30]([C:32]1[CH:37]=[CH:36][CH:35]=[C:34]([N:38]=[C:39]=[O:40])[CH:33]=1)[CH3:31]. (5) Given the product [NH3:8].[CH3:1][O:2][C:3]1[N:8]=[C:7]([NH:9][C:17]2[CH:18]=[CH:19][C:20]3[CH2:21][N:22]([CH3:35])[CH2:23][CH:24]([C:28]4[CH:33]=[C:32]([CH3:34])[CH:31]=[CH:30][N:29]=4)[O:25][C:26]=3[N:27]=2)[CH:6]=[CH:5][C:4]=1[C:10]1[CH:11]=[N:12][N:13]([CH3:15])[CH:14]=1, predict the reactants needed to synthesize it. The reactants are: [CH3:1][O:2][C:3]1[N:8]=[C:7]([NH2:9])[CH:6]=[CH:5][C:4]=1[C:10]1[CH:11]=[N:12][N:13]([CH3:15])[CH:14]=1.Cl[C:17]1[CH:18]=[CH:19][C:20]2[CH2:21][N:22]([CH3:35])[CH2:23][CH:24]([C:28]3[CH:33]=[C:32]([CH3:34])[CH:31]=[CH:30][N:29]=3)[O:25][C:26]=2[N:27]=1.CC(C)([O-])C.[Na+].C1(P(C2C=CC=CC=2)C2C=CC3C(=CC=CC=3)C=2C2C3C(=CC=CC=3)C=CC=2P(C2C=CC=CC=2)C2C=CC=CC=2)C=CC=CC=1. (6) The reactants are: [Br:1][C:2]1[CH:7]=[CH:6][C:5]([CH:8]=[CH:9][C:10]([C:12]2[CH:17]=[CH:16][C:15](N)=[CH:14][CH:13]=2)=[O:11])=[CH:4][CH:3]=1.[CH2:19]=O.[C:21]([BH3-])#[N:22].[Na+].[OH-].[Na+]. Given the product [Br:1][C:2]1[CH:7]=[CH:6][C:5]([CH:8]=[CH:9][C:10]([C:12]2[CH:17]=[CH:16][C:15]([N:22]([CH3:21])[CH3:19])=[CH:14][CH:13]=2)=[O:11])=[CH:4][CH:3]=1, predict the reactants needed to synthesize it. (7) Given the product [F:1][C:2]1[C:3]([CH3:25])=[C:4]([C@:8]2([C:21]([O:23][CH3:24])=[O:22])[CH2:12][CH2:11][C:10]([C:31]3[CH:30]=[N:29][CH:28]=[C:27]([Cl:26])[CH:32]=3)=[CH:9]2)[CH:5]=[CH:6][CH:7]=1, predict the reactants needed to synthesize it. The reactants are: [F:1][C:2]1[C:3]([CH3:25])=[C:4]([C@:8]2([C:21]([O:23][CH3:24])=[O:22])[CH2:12][CH2:11][C:10](OS(C(F)(F)F)(=O)=O)=[CH:9]2)[CH:5]=[CH:6][CH:7]=1.[Cl:26][C:27]1[CH:28]=[N:29][CH:30]=[C:31](B(O)O)[CH:32]=1.COCCOC.